Dataset: Reaction yield outcomes from USPTO patents with 853,638 reactions. Task: Predict the reaction yield, written as a fraction of the theoretical maximum amount of product (1.0 means a 100% yield; for example, 0.34 means a 34% yield). (1) The reactants are [CH3:1][O:2][C:3]1[CH:22]=[CH:21][C:6]([CH2:7][N:8]2[CH:12]=[C:11]([C:13]([N:15]([O:17][CH3:18])[CH3:16])=[O:14])[C:10]([CH:19]=C)=[N:9]2)=[CH:5][CH:4]=1.[O:23]=[O+][O-]. The catalyst is C(Cl)Cl. The product is [CH3:1][O:2][C:3]1[CH:22]=[CH:21][C:6]([CH2:7][N:8]2[CH:12]=[C:11]([C:13]([N:15]([O:17][CH3:18])[CH3:16])=[O:14])[C:10]([CH:19]=[O:23])=[N:9]2)=[CH:5][CH:4]=1. The yield is 0.670. (2) The reactants are FC(F)(F)S(O[C:7]1[CH2:16][CH2:15][C:10]2([O:14][CH2:13][CH2:12][O:11]2)[CH2:9][CH:8]=1)(=O)=O.[B:19]1([B:19]2[O:23][C:22]([CH3:25])([CH3:24])[C:21]([CH3:27])([CH3:26])[O:20]2)[O:23][C:22]([CH3:25])([CH3:24])[C:21]([CH3:27])([CH3:26])[O:20]1.C(Cl)Cl.C([O-])(=O)C.[K+]. The catalyst is O1CCOCC1.C(Cl)Cl.CCCC(C)C.C1(P([C-]2C=CC=C2)C2C=CC=CC=2)C=CC=CC=1.[C-]1(P(C2C=CC=CC=2)C2C=CC=CC=2)C=CC=C1.[Fe+2]. The product is [CH3:26][C:21]1([CH3:27])[C:22]([CH3:25])([CH3:24])[O:23][B:19]([C:7]2[CH2:16][CH2:15][C:10]3([O:14][CH2:13][CH2:12][O:11]3)[CH2:9][CH:8]=2)[O:20]1. The yield is 0.810.